Dataset: Experimentally validated miRNA-target interactions with 360,000+ pairs, plus equal number of negative samples. Task: Binary Classification. Given a miRNA mature sequence and a target amino acid sequence, predict their likelihood of interaction. (1) The miRNA is hsa-miR-6825-3p with sequence GCGCUGACCCGCCUUCUCCGCA. Result: 0 (no interaction). The protein sequence of the target gene is MLLPSDVARLVLGYLQQENLTSTCQTFILESSNLKEYAEHCTDEGFIPACLLSLFGKNLTTILNEYVAMKAKETSNDVPTIMSSLWKKLDHTLSQIRSMHSSPGFAAHQRARTRNGIAEIKRQRWLASQAAPVSSELLVLPYASGQFTTSPLVATQAVKPTGPISTPVRSNIVVVNQSQPQSTVTNTAGESLNIIPGPQERKTQTSLMSPGRRKSESQKKSLTSSGPHSSRNFQDPNAFAVEKQMVIENAREKILSNKSLQEKLAENINKFLTSDSSVAQVPKQTDSNPTEPETSIDELL.... (2) The miRNA is hsa-miR-6870-5p with sequence UGGGGGAGAUGGGGGUUGA. The protein sequence of the target gene is MEGVLYKWTNYLTGWQPRWFVLDNGILSYYDSQDDVCKGSKGSIKMAVCEIKVHSADNTRMELIIPGEQHFYMKAVNAAERQRWLVALGSSKACLTDTRTKKEKEISETSESLKTKMSELRLYCDLLMQQVHTIQEFVHHDENHSSPSAENMNEASSLLSATCNTFITTLEECVKIANAKFKPEMFQLHHPDPLVSPVSPSPVQMMKRSVSHPGSCSSERSSHSIKEPVSTLHRLSQRRRRTYSDTDSCSDIPLEDPDRPVHCSKNTLNGDLASATIPEESRLMAKKQSESEDTLPSFSS.... Result: 1 (interaction). (3) The miRNA is mmu-miR-191-5p with sequence CAACGGAAUCCCAAAAGCAGCUG. The protein sequence of the target gene is MTWRQAVLLSCFSAVVLLSMLREGTSVSVGTMQMAGEEASEDAKQKIFMQESDASNFLKRRGKRSPKSRDEVNVENRQKLRVDELRREYYEEQRNEFENFVEEQNDEQEERSREAVEQWRQWHYDGLHPSYLYNRHHT. Result: 0 (no interaction). (4) The miRNA is hsa-miR-516b-3p with sequence UGCUUCCUUUCAGAGGGU. The protein sequence of the target gene is MGMSNLTRLSEFILLGLSSRSEDQRPLFALFLIIYLVTLMGNLLIILAIHSDPRLQNPMYFFLSILSFADICYTTVIVPKMLVNFLSEKKTISYAECLAQMYFFLVFGNIDSYLLAAMAINRCVAICNPFHYVTVMNRRCCVLLLAFPITFSYFHSLLHVLLVNRLTFCTSNVIHHFFCDVNPVLKLSCSSTFVNEIVAMTEGLASVMAPFVCIIISYLRILIAVLKIPSAAGKHKAFSTCSSHLTVVILFYGSISYVYLQPLSSYTVKDRIATINYTVLTSVLNPFIYSLRNKDMKRGL.... Result: 0 (no interaction).